Dataset: Experimentally validated miRNA-target interactions with 360,000+ pairs, plus equal number of negative samples. Task: Binary Classification. Given a miRNA mature sequence and a target amino acid sequence, predict their likelihood of interaction. (1) The miRNA is mmu-miR-3470b with sequence UCACUCUGUAGACCAGGCUGG. The protein sequence of the target gene is MPPKGKSGSGKAGKGGAASGSDSADKKAQGPKGGGNAVKVRHILCEKHGKIMEAMEKLKSGMRFNEVAAQYSEDKARQGGDLGWMTRGSMVGPFQEAAFALPVSGMDKPVFTDPPVKTKFGYHIIMVEGRK. Result: 0 (no interaction). (2) The miRNA is mmu-miR-1894-5p with sequence CUCUCCCCUACCACCUGCCUCU. The protein sequence of the target gene is METLQMKEAALVYLDRSGGLQKFIDDCKSYNDSKQSYAVYRFSILIDPCDVVELDADLGNHILHHPLKAARVFQSVCFVAVKTLSLIGQLQTETQINIVLKLTHLPALPSYTLDLCEFPLNYASQRFYMMQGIVIAMTTITKYTQGARFLCSDGVCPLSKGFQYVRVHVPGATESATVRNDFLCSLCSSSLQEDRKFRVLGDKQIVEIITTKMFHAFQGDSKNQPFRFQSLGIFLRDELVNKMKIGNEYKIIGIPVCVKTSQTALCVEANNITPHTAKVPLGISDNFRRLLSLTSSSCWK.... Result: 1 (interaction). (3) The miRNA is hsa-miR-6720-5p with sequence UUCCAGCCCUGGUAGGCGCCGCG. The protein sequence of the target gene is MDGVTPTLSTIRGRTLESSTLHVTPRSLDRNKDQITNIFSGFAGLLAILLVVAVFCILWNWNKRKKRQVPYLRVTVMPLLTLPQTRQRAKNIYDILPWRQEDLGRHESRSMRIFSTESLLSRNSESPEHVPSQAGNAFQEHTAHIHATEYAVGIYDNAMVPQMCGNLTPSAHCINVRASRDCASISSEDSHDYVNVPTAEEIAETLASTKSPSRNLFVLPSTQKLEFTEERDEGCGDAGDCTSLYSPGAEDSDSLSNGEGSSQISNDYVNMTGLDLSAIQERQLWVAFQCCRDYENVPAA.... Result: 1 (interaction). (4) Result: 1 (interaction). The miRNA is hsa-miR-3689b-3p with sequence CUGGGAGGUGUGAUAUUGUGGU. The protein sequence of the target gene is MSIGVPIKVLHEAEGHIVTCETNTGEVYRGKLIEAEDNMNCQMSNITVTYRDGRVAQLEQVYIRGSKIRFLILPDMLKNAPMLKSMKNKNQGSGAGRGKAAILKAQVAARGRGRGMGRGNIFQKRR. (5) The miRNA is hsa-miR-6811-3p with sequence AGCCUGUGCUUGUCCCUGCAG. The protein sequence of the target gene is MSYIPGQPVTAVVQRVEIHKLRQGENLILGFSIGGGIDQDPSQNPFSEDKTDKGIYVTRVSEGGPAEIAGLQIGDKIMQVNGWDMTMVTHDQARKRLTKRSEEVVRLLVTRQSLQKAVQQSMLS. Result: 1 (interaction). (6) The miRNA is hsa-miR-548e-5p with sequence CAAAAGCAAUCGCGGUUUUUGC. The protein sequence of the target gene is MGPPSAPPCRLHVPWKEVLLTASLLTFWNPPTTAKLTIESTPFNVAEGKEVLLLAHNLPQNRIGYSWYKGERVDGNSLIVGYVIGTQQATPGPAYSGRETIYPNASLLIQNVTQNDTGFYTLQVIKSDLVNEEATGQFHVYPELPKPSISSNNSNPVEDKDAVAFTCEPEVQNTTYLWWVNGQSLPVSPRLQLSNGNMTLTLLSVKRNDAGSYECEIQNPASANRSDPVTLNVLYGPDGPTISPSKANYRPGENLNLSCHAASNPPAQYSWFINGTFQQSTQELFIPNITVNNSGSYMCQ.... Result: 0 (no interaction).